From a dataset of Experimentally validated miRNA-target interactions with 360,000+ pairs, plus equal number of negative samples. Binary Classification. Given a miRNA mature sequence and a target amino acid sequence, predict their likelihood of interaction. (1) The miRNA is hsa-miR-769-3p with sequence CUGGGAUCUCCGGGGUCUUGGUU. The protein sequence of the target gene is MDNFAEGDFTVADYALLEDCPHVDDCVFAAEFMSNDYVRVTQLYCDGVGVQYKDYIQSERNLEFDICSIWCSKPISVLQDYCDAIKINIFWPLLFQHQNSSVISRLHPCVDANNSRASEINLKKLQHLELMEDIVDLAKKVANDSFLIGGLLRIGCKIENKILAMEEALNWIKYAGDVTILTKLGSIDNCWPMLSIFFTEYKYHITKIVMEDCNLLEELKTQSCMDCIEEGELMKMKGNEEFSKERFDIAIIYYTRAIEYRPENYLLYGNRALCFLRTGQFRNALGDGKRATILKNTWPK.... Result: 0 (no interaction). (2) The miRNA is mmu-miR-544-3p with sequence AUUCUGCAUUUUUAGCAAGCUC. The protein sequence of the target gene is MSLVACECLPSPGLEPEPCSRARSQAHVYLEQIRNRVALGVPDMTKRDYLVDAATQIRLALERDVSEDYEAAFNHYQNGVDVLLRGIHVDPNKERREAVKLKITKYLRRAEEIFNCHLQRPLSSGASPSAGFSSLRLRPIRTLSSAVEQLRGCRVVGVIEKVQLVQDPATGGTFVVKSLPRCHMVSRERLTIIPHGVPYMTKLLRYFVSEDSIFLHLEHVQGGTLWSHLLSQAHSRHSGLSSGSTQERMKAQLNPHLNLLTPARLPSGHAPGQDRIALEPPRTSPNLLLAGEAPSTRPQR.... Result: 0 (no interaction).